From a dataset of Full USPTO retrosynthesis dataset with 1.9M reactions from patents (1976-2016). Predict the reactants needed to synthesize the given product. (1) Given the product [CH2:1]([N:8]1[CH:12]=[C:11]([C:13]2[C:21]3[C:16](=[N:17][CH:18]=[C:19]([C:22]4[CH:27]=[N:26][C:25]([N:28]5[CH2:29][CH2:30][NH:31][CH2:32][CH2:33]5)=[CH:24][CH:23]=4)[CH:20]=3)[N:15]([S:41]([C:44]3[CH:45]=[CH:46][C:47]([CH3:48])=[CH:49][CH:50]=3)(=[O:42])=[O:43])[CH:14]=2)[CH:10]=[N:9]1)[C:2]1[CH:3]=[CH:4][CH:5]=[CH:6][CH:7]=1, predict the reactants needed to synthesize it. The reactants are: [CH2:1]([N:8]1[CH:12]=[C:11]([C:13]2[C:21]3[C:16](=[N:17][CH:18]=[C:19]([C:22]4[CH:23]=[CH:24][C:25]([N:28]5[CH2:33][CH2:32][N:31](C(OC(C)(C)C)=O)[CH2:30][CH2:29]5)=[N:26][CH:27]=4)[CH:20]=3)[N:15]([S:41]([C:44]3[CH:50]=[CH:49][C:47]([CH3:48])=[CH:46][CH:45]=3)(=[O:43])=[O:42])[CH:14]=2)[CH:10]=[N:9]1)[C:2]1[CH:7]=[CH:6][CH:5]=[CH:4][CH:3]=1. (2) Given the product [CH3:3][C:4]1[N:8]([CH2:9][CH2:10][C:11]2[CH:12]=[CH:13][C:14]([O:17][CH2:18][CH2:19][CH2:20][CH2:21][CH2:22][CH2:23][CH2:24][CH2:25][CH2:26][CH2:27][CH2:28][CH3:29])=[CH:15][CH:16]=2)[C:7]([C:30]2[CH:47]=[CH:46][C:33]([O:34][C@H:35]([CH2:39][C:40]3[CH:41]=[CH:42][CH:43]=[CH:44][CH:45]=3)[C:36]([O-:38])=[O:37])=[CH:32][CH:31]=2)=[CH:6][CH:5]=1.[Na+:2], predict the reactants needed to synthesize it. The reactants are: [OH-].[Na+:2].[CH3:3][C:4]1[N:8]([CH2:9][CH2:10][C:11]2[CH:16]=[CH:15][C:14]([O:17][CH2:18][CH2:19][CH2:20][CH2:21][CH2:22][CH2:23][CH2:24][CH2:25][CH2:26][CH2:27][CH2:28][CH3:29])=[CH:13][CH:12]=2)[C:7]([C:30]2[CH:47]=[CH:46][C:33]([O:34][C@H:35]([CH2:39][C:40]3[CH:45]=[CH:44][CH:43]=[CH:42][CH:41]=3)[C:36]([OH:38])=[O:37])=[CH:32][CH:31]=2)=[CH:6][CH:5]=1. (3) Given the product [N+:19]([C:2]1[CH:7]=[CH:6][C:5]([NH:8][N:9]=[C:10]([C:16](=[O:18])[CH3:17])[C:11]([O:13][CH2:14][CH3:15])=[O:12])=[CH:4][CH:3]=1)([O-:21])=[O:20], predict the reactants needed to synthesize it. The reactants are: Cl[C:2]1[CH:7]=[CH:6][C:5]([NH:8][N:9]=[C:10]([C:16](=[O:18])[CH3:17])[C:11]([O:13][CH2:14][CH3:15])=[O:12])=[CH:4][CH:3]=1.[N+:19](C1C=CC(N)=CC=1)([O-:21])=[O:20]. (4) Given the product [Br:1][C:2]1[CH:3]=[C:4]([F:11])[C:5]([CH:6]=[O:7])=[C:8]([F:10])[CH:9]=1, predict the reactants needed to synthesize it. The reactants are: [Br:1][C:2]1[CH:9]=[C:8]([F:10])[C:5]([CH2:6][OH:7])=[C:4]([F:11])[CH:3]=1.C(N(CC)CC)C. (5) Given the product [C:1]([O:5][C:6]([NH:8][C@H:9]1[CH2:10][CH2:11][C@H:12]([C:15]([O:17][CH3:20])=[O:16])[CH2:13][CH2:14]1)=[O:7])([CH3:4])([CH3:2])[CH3:3], predict the reactants needed to synthesize it. The reactants are: [C:1]([O:5][C:6]([NH:8][C@H:9]1[CH2:14][CH2:13][C@H:12]([C:15]([OH:17])=[O:16])[CH2:11][CH2:10]1)=[O:7])([CH3:4])([CH3:3])[CH3:2].IC.[C:20](=O)([O-])[O-].[K+].[K+]. (6) The reactants are: C([O:4][CH:5]1[CH2:8][C:7]2([CH2:13][CH2:12][N:11]([C:14]([O:16][CH2:17][C:18]3[N:19]=[CH:20][S:21][CH:22]=3)=[O:15])[CH2:10][CH2:9]2)[CH2:6]1)(=O)C.O.C(=O)([O-])[O-].[K+].[K+]. Given the product [OH:4][CH:5]1[CH2:6][C:7]2([CH2:13][CH2:12][N:11]([C:14]([O:16][CH2:17][C:18]3[N:19]=[CH:20][S:21][CH:22]=3)=[O:15])[CH2:10][CH2:9]2)[CH2:8]1, predict the reactants needed to synthesize it. (7) Given the product [CH3:13][O:12][C:10]1[CH:11]=[C:2]([C:24]2[CH:25]=[CH:26][C:21]([C:19](=[O:20])[NH:18][CH3:17])=[CH:22][CH:23]=2)[C:3]([C:4]([O:6][CH3:7])=[O:5])=[CH:8][C:9]=1[N+:14]([O-:16])=[O:15], predict the reactants needed to synthesize it. The reactants are: Cl[C:2]1[CH:11]=[C:10]([O:12][CH3:13])[C:9]([N+:14]([O-:16])=[O:15])=[CH:8][C:3]=1[C:4]([O:6][CH3:7])=[O:5].[CH3:17][NH:18][C:19]([C:21]1[CH:26]=[CH:25][C:24](B(O)O)=[CH:23][CH:22]=1)=[O:20].C(=O)([O-])[O-].[Na+].[Na+].